Dataset: Catalyst prediction with 721,799 reactions and 888 catalyst types from USPTO. Task: Predict which catalyst facilitates the given reaction. Reactant: [C:1]1([C:29]2[CH:34]=[CH:33][CH:32]=[CH:31][CH:30]=2)[C:2]([C:7]([N:9]2[CH2:13][C@H:12](O)[CH2:11][C@H:10]2[CH2:15][NH:16][C:17]([C:19]2[CH:20]=[CH:21][CH:22]=[C:23]3[C:28]=2[N:27]=[CH:26][CH:25]=[CH:24]3)=[O:18])=[O:8])=[CH:3][CH:4]=[CH:5][CH:6]=1.COCCN(S(F)(F)[F:45])CCOC. Product: [C:1]1([C:29]2[CH:34]=[CH:33][CH:32]=[CH:31][CH:30]=2)[C:2]([C:7]([N:9]2[CH2:13][C@@H:12]([F:45])[CH2:11][C@H:10]2[CH2:15][NH:16][C:17]([C:19]2[CH:20]=[CH:21][CH:22]=[C:23]3[C:28]=2[N:27]=[CH:26][CH:25]=[CH:24]3)=[O:18])=[O:8])=[CH:3][CH:4]=[CH:5][CH:6]=1. The catalyst class is: 2.